This data is from Full USPTO retrosynthesis dataset with 1.9M reactions from patents (1976-2016). The task is: Predict the reactants needed to synthesize the given product. (1) Given the product [F:5][C:6]([F:14])([F:13])[CH2:7][CH:8]([OH:12])[C:9]([O:11][CH3:15])=[O:10], predict the reactants needed to synthesize it. The reactants are: S(Cl)(Cl)=O.[F:5][C:6]([F:14])([F:13])[CH2:7][CH:8]([OH:12])[C:9]([OH:11])=[O:10].[CH3:15]O. (2) Given the product [CH2:1]([O:3][P:4]([CH2:9][C:10](=[O:20])[CH2:11][C:12]1[CH:17]=[CH:16][C:15]([F:18])=[C:14]([CH3:19])[CH:13]=1)(=[O:8])[O:5][CH2:6][CH3:7])[CH3:2], predict the reactants needed to synthesize it. The reactants are: [CH2:1]([O:3][P:4]([CH2:9][CH:10]([OH:20])[CH2:11][C:12]1[CH:17]=[CH:16][C:15]([F:18])=[C:14]([CH3:19])[CH:13]=1)(=[O:8])[O:5][CH2:6][CH3:7])[CH3:2].CC(OI1(OC(C)=O)(OC(C)=O)OC(=O)C2C=CC=CC1=2)=O. (3) Given the product [S:62]1[C:5]2[CH:6]=[CH:7][CH:8]=[CH:9][C:4]=2[CH:3]=[C:2]1[C@@H:10]([C:55]1[CH:36]=[CH:35][CH:34]=[CH:33][C:54]=1[Cl:56])[NH:11][S:12]([C:15]1[CH:26]=[CH:25][C:18]2[O:19][CH2:20][CH:21]([F:50])[CH2:22][O:23][C:17]=2[CH:16]=1)(=[O:13])=[O:14], predict the reactants needed to synthesize it. The reactants are: O1[C:5]2[CH:6]=[CH:7][CH:8]=[CH:9][C:4]=2[CH:3]=[C:2]1[CH:10](C1C=CC=CC=1)[NH:11][S:12]([C:15]1[CH:26]=[CH:25][C:18]2[O:19][CH2:20][CH:21](O)[CH2:22][O:23][C:17]=2[CH:16]=1)(=[O:14])=[O:13].[CH3:33][CH2:34][CH2:35][CH2:36][N+](CCCC)([CH2:33][CH2:34][CH2:35][CH3:36])[CH2:33][CH2:34][CH2:35][CH3:36].[FH:50].[FH:50].[F-:50].Cl[CH:54]([Cl:56])[CH3:55].C(N([S:62](F)(F)F)CC)C.C(=O)(O)[O-].[Na+]. (4) The reactants are: FC(F)(F)C(O)=O.[NH2:8][C:9]1[N:17]=[CH:16][N:15]=[C:14]2[C:10]=1[N:11]=[CH:12][N:13]2[C@H:18]1[C@@H:22]2[O:23]C(C)(C)[O:25][C@@H:21]2[C@H:20]([CH2:28][N:29]([CH3:47])[CH2:30][CH2:31][CH2:32][NH:33][C:34]([NH:36][C:37]2[CH:42]=[CH:41][C:40]([C:43]([CH3:46])([CH3:45])[CH3:44])=[CH:39][CH:38]=2)=[O:35])[CH2:19]1.[ClH:48].CC#N. Given the product [ClH:48].[NH2:8][C:9]1[N:17]=[CH:16][N:15]=[C:14]2[C:10]=1[N:11]=[CH:12][N:13]2[C@@H:18]1[CH2:19][C@@H:20]([CH2:28][N:29]([CH3:47])[CH2:30][CH2:31][CH2:32][NH:33][C:34]([NH:36][C:37]2[CH:38]=[CH:39][C:40]([C:43]([CH3:45])([CH3:46])[CH3:44])=[CH:41][CH:42]=2)=[O:35])[C@@H:21]([OH:25])[C@H:22]1[OH:23], predict the reactants needed to synthesize it. (5) Given the product [NH2:1][C:2]1[C:3]([O:14][CH3:15])=[C:4]([C:10]([O:12][CH3:13])=[O:11])[N:5]=[C:6]([C:21]2[CH:22]=[N:23][C:18]([O:17][CH3:16])=[CH:19][CH:20]=2)[C:7]=1[F:8], predict the reactants needed to synthesize it. The reactants are: [NH2:1][C:2]1[C:7]([F:8])=[C:6](Cl)[N:5]=[C:4]([C:10]([O:12][CH3:13])=[O:11])[C:3]=1[O:14][CH3:15].[CH3:16][O:17][C:18]1[N:23]=[CH:22][C:21](B(O)O)=[CH:20][CH:19]=1.[F-].[Cs+].C(#N)C. (6) Given the product [CH3:28][O:29][C:30]1[N:35]=[CH:34][C:33]([C:2]2[CH:3]=[CH:4][C:5]([C@@H:8]([N:10]3[CH2:15][CH2:14][C@:13]([CH2:22][CH2:23][C:24]([NH2:26])=[O:25])([C:16]4[CH:21]=[CH:20][CH:19]=[CH:18][CH:17]=4)[O:12][C:11]3=[O:27])[CH3:9])=[CH:6][CH:7]=2)=[CH:32][CH:31]=1, predict the reactants needed to synthesize it. The reactants are: Br[C:2]1[CH:7]=[CH:6][C:5]([C@@H:8]([N:10]2[CH2:15][CH2:14][C@:13]([CH2:22][CH2:23][C:24]([NH2:26])=[O:25])([C:16]3[CH:21]=[CH:20][CH:19]=[CH:18][CH:17]=3)[O:12][C:11]2=[O:27])[CH3:9])=[CH:4][CH:3]=1.[CH3:28][O:29][C:30]1[N:35]=[CH:34][C:33](B(O)O)=[CH:32][CH:31]=1.